This data is from Full USPTO retrosynthesis dataset with 1.9M reactions from patents (1976-2016). The task is: Predict the reactants needed to synthesize the given product. Given the product [CH2:1]([O:8][C:9]1[CH:14]=[C:13]([O:15][CH2:16][C:17]2[CH:22]=[CH:21][CH:20]=[CH:19][CH:18]=2)[C:12]([CH:23]([CH3:25])[CH3:24])=[CH:11][C:10]=1[C:26]1[O:30][N:29]=[C:28]([C:31]([NH:33][CH2:34][CH3:35])=[O:32])[C:27]=1[C:37]#[CH:38])[C:2]1[CH:7]=[CH:6][CH:5]=[CH:4][CH:3]=1, predict the reactants needed to synthesize it. The reactants are: [CH2:1]([O:8][C:9]1[CH:14]=[C:13]([O:15][CH2:16][C:17]2[CH:22]=[CH:21][CH:20]=[CH:19][CH:18]=2)[C:12]([CH:23]([CH3:25])[CH3:24])=[CH:11][C:10]=1[C:26]1[O:30][N:29]=[C:28]([C:31]([NH:33][CH2:34][CH3:35])=[O:32])[C:27]=1I)[C:2]1[CH:7]=[CH:6][CH:5]=[CH:4][CH:3]=1.[CH2:37]([Sn](CCCC)(CCCC)C#C)[CH2:38]CC.